This data is from Drug-target binding data from BindingDB using Ki measurements. The task is: Regression. Given a target protein amino acid sequence and a drug SMILES string, predict the binding affinity score between them. We predict pKi (pKi = -log10(Ki in M); higher means stronger inhibition). Dataset: bindingdb_ki. The pKi is 6.3. The small molecule is COc1ncc(-c2cc3c(N4CCC(c5nc(C)c(-c6ccccc6)[nH]5)CC4)ncnc3[nH]2)cn1. The target protein sequence is MRGARGAWDFLCVLLLLLRVQTGSSQPSVSPGEPSPPSIHPGKSDLIVRVGDEIRLLCTDPGFVKWTFEILDETNENKQNEWITEKAEATNTGKYTCTNKHGLSNSIYVFVRDPAKLFLVDRSLYGKEDNDTLVRCPLTDPEVTNYSLKGCQGKPLPKDLRFIPDPKAGIMIKSVKRAYHRLCLHCSVDQEGKSVLSEKFILKVRPAFKAVPVVSVSKASYLLREGEEFTVTCTIKDVSSSVYSTWKRENSQTKLQEKYNSWHHGDFNYERQATLTISSARVNDSGVFMCYANNTFGSANVTTTLEVVDKGFINIFPMINTTVFVNDGENVDLIVEYEAFPKPEHQQWIYMNRTFTDKWEDYPKSENESNIRYVSELHLTRLKGTEGGTYTFLVSNSDVNAAIAFNVYVNTKPEILTYDRLVNGMLQCVAAGFPEPTIDWYFCPGTEQRCSASVLPVDVQTLNSSGPPFGKLVVQSSIDSSAFKHNGTVECKAYNDVGKT....